This data is from CYP1A2 inhibition data for predicting drug metabolism from PubChem BioAssay. The task is: Regression/Classification. Given a drug SMILES string, predict its absorption, distribution, metabolism, or excretion properties. Task type varies by dataset: regression for continuous measurements (e.g., permeability, clearance, half-life) or binary classification for categorical outcomes (e.g., BBB penetration, CYP inhibition). Dataset: cyp1a2_veith. (1) The drug is CC(C)(C)CNCCO. The result is 0 (non-inhibitor). (2) The result is 1 (inhibitor). The molecule is CC(=O)Nc1ccc(-c2nnc(SCC(=O)c3ccc4c(c3)Cc3ccccc3-4)n2C)cc1. (3) The molecule is Cc1ccc2nc(NC(=O)COC(=O)CSc3nc(C)cc(C)n3)sc2c1. The result is 1 (inhibitor). (4) The molecule is Cc1cnc(CNc2ccnc(-c3c(C)noc3C)n2)cn1. The result is 1 (inhibitor). (5) The molecule is Cc1ccc(CNC(=O)[C@H](C)[C@@H]2C[C@@]2(C)[C@@H](NC(=O)OCc2ccccc2)c2ccccc2)c(F)c1F. The result is 1 (inhibitor). (6) The molecule is CC(C)(C)N(NC(=O)Nc1ccccc1)C(=O)c1ccccc1Cl. The result is 0 (non-inhibitor). (7) The molecule is COC(=O)[C@@H]1O[C@@H](c2c(OC)c(OC)c(C)c(OC)c2OC)[C@H](C)[C@@H](O)[C@@H]1C. The result is 0 (non-inhibitor). (8) The drug is CC1(C)CC(=O)C(C(c2ccccc2F)C2C(=O)CC(C)(C)CC2=O)C(=O)C1. The result is 0 (non-inhibitor).